Dataset: Catalyst prediction with 721,799 reactions and 888 catalyst types from USPTO. Task: Predict which catalyst facilitates the given reaction. (1) Reactant: [OH-].[K+].[OH:3][CH2:4][C:5]([OH:7])=[O:6].Cl[C:9]1[C:18]2[C:13](=[CH:14][C:15]([O:19][CH3:20])=[CH:16][CH:17]=2)[N:12]=[CH:11][CH:10]=1.Cl. Product: [CH3:20][O:19][C:15]1[CH:14]=[C:13]2[C:18]([C:9]([O:3][CH2:4][C:5]([OH:7])=[O:6])=[CH:10][CH:11]=[N:12]2)=[CH:17][CH:16]=1. The catalyst class is: 16. (2) Reactant: [NH2:1][C:2]1[C:3]([F:24])=[CH:4][C:5]([F:23])=[C:6]([C:8]2[C:9](=[O:22])[N:10]([CH2:20][CH3:21])[C:11]3[C:16]([CH:17]=2)=[CH:15][N:14]=[C:13]([NH:18][CH3:19])[CH:12]=3)[CH:7]=1.C([O-])(O)=O.[Na+].Cl[C:31]([O:33][C:34]([CH3:36])=[CH2:35])=[O:32]. Product: [CH2:20]([N:10]1[C:11]2[C:16](=[CH:15][N:14]=[C:13]([NH:18][CH3:19])[CH:12]=2)[CH:17]=[C:8]([C:6]2[C:5]([F:23])=[CH:4][C:3]([F:24])=[C:2]([NH:1][C:31](=[O:32])[O:33][C:34]([CH3:36])=[CH2:35])[CH:7]=2)[C:9]1=[O:22])[CH3:21]. The catalyst class is: 25. (3) Reactant: [Br:1][C:2]1[CH:7]=[CH:6][CH:5]=[CH:4][C:3]=1[C:8]1[C:9]2[CH:16]=[C:15]([CH2:17][O:18][C:19]3[CH:24]=[CH:23][C:22]([C@@H:25]([C:32]#[C:33][CH3:34])[CH2:26][C:27]([O:29]CC)=[O:28])=[CH:21][CH:20]=3)[CH:14]=[CH:13][C:10]=2[S:11][CH:12]=1.[Li+].[OH-].Cl. Product: [Br:1][C:2]1[CH:7]=[CH:6][CH:5]=[CH:4][C:3]=1[C:8]1[C:9]2[CH:16]=[C:15]([CH2:17][O:18][C:19]3[CH:20]=[CH:21][C:22]([C@@H:25]([C:32]#[C:33][CH3:34])[CH2:26][C:27]([OH:29])=[O:28])=[CH:23][CH:24]=3)[CH:14]=[CH:13][C:10]=2[S:11][CH:12]=1. The catalyst class is: 14. (4) Reactant: [OH:1][C:2]1[CH:3]=[C:4]([C:12]([O:14][CH3:15])=[O:13])[CH:5]=[C:6]([CH:11]=1)[C:7]([O:9][CH3:10])=[O:8].Br[CH2:17][CH:18]([CH3:20])[CH3:19].C(=O)([O-])[O-].[K+].[K+]. Product: [CH3:10][O:9][C:7](=[O:8])[C:6]1[CH:11]=[C:2]([O:1][CH2:17][CH:18]([CH3:20])[CH3:19])[CH:3]=[C:4]([C:12]([O:14][CH3:15])=[O:13])[CH:5]=1. The catalyst class is: 9. (5) Reactant: [CH2:1]([CH:3]1[CH2:8][C:7](=[O:9])[NH:6][N:5]=[C:4]1[C:10]1[CH:33]=[CH:32][C:13]2[N:14]=[C:15]([C:17]3[CH:31]=[CH:30][C:20]([O:21][CH2:22][C:23]([O:25]C(C)(C)C)=[O:24])=[CH:19][CH:18]=3)[O:16][C:12]=2[CH:11]=1)[CH3:2].C(O)(C(F)(F)F)=O. Product: [CH2:1]([CH:3]1[CH2:8][C:7](=[O:9])[NH:6][N:5]=[C:4]1[C:10]1[CH:33]=[CH:32][C:13]2[N:14]=[C:15]([C:17]3[CH:31]=[CH:30][C:20]([O:21][CH2:22][C:23]([OH:25])=[O:24])=[CH:19][CH:18]=3)[O:16][C:12]=2[CH:11]=1)[CH3:2]. The catalyst class is: 2. (6) Reactant: [CH3:1][O:2][C:3]1[CH:26]=[CH:25][C:6]([CH2:7][N:8]2[C@H:14]([CH3:15])[C:13]3[CH:16]=[CH:17][C:18]([C:20](OCC)=[O:21])=[CH:19][C:12]=3[O:11][CH2:10][CH2:9]2)=[CH:5][CH:4]=1.[NH2:27][OH:28].[OH-].[Na+]. Product: [OH:28][NH:27][C:20]([C:18]1[CH:17]=[CH:16][C:13]2[C@@H:14]([CH3:15])[N:8]([CH2:7][C:6]3[CH:25]=[CH:26][C:3]([O:2][CH3:1])=[CH:4][CH:5]=3)[CH2:9][CH2:10][O:11][C:12]=2[CH:19]=1)=[O:21]. The catalyst class is: 36. (7) Reactant: [F:1][C:2]1[CH:3]=[C:4]([C:9]2[CH:10]=[C:11]([C:20]([O:22]C)=[O:21])[C:12](=[O:19])[N:13]([CH2:15][CH:16]([CH3:18])[CH3:17])[N:14]=2)[CH:5]=[CH:6][C:7]=1[CH3:8].[OH-].[Na+].O.Cl. Product: [C:20]([C:11]1[C:12](=[O:19])[N:13]([CH2:15][CH:16]([CH3:17])[CH3:18])[N:14]=[C:9]([C:4]2[CH:5]=[CH:6][C:7]([CH3:8])=[C:2]([F:1])[CH:3]=2)[CH:10]=1)([OH:22])=[O:21]. The catalyst class is: 5. (8) Reactant: [Cl:1][C:2]1[N:7]=[C:6]([C:8]([OH:10])=O)[CH:5]=[C:4]([CH3:11])[CH:3]=1.C(Cl)(=O)C(Cl)=O.CCN(C(C)C)C(C)C.[NH2:27][CH2:28][CH:29]1[CH2:31][CH2:30]1. Product: [Cl:1][C:2]1[N:7]=[C:6]([C:8]([NH:27][CH2:28][CH:29]2[CH2:31][CH2:30]2)=[O:10])[CH:5]=[C:4]([CH3:11])[CH:3]=1. The catalyst class is: 59. (9) Reactant: [CH2:1]([P:5]([OH:7])[OH:6])[CH2:2][CH2:3][CH3:4].[CH2:8]=[C:9]([CH3:11])[CH3:10].CC(N=NC(C#N)(C)C)(C#N)C. The catalyst class is: 15. Product: [CH2:1]([P:5]([CH2:8][CH:9]([CH3:11])[CH3:10])(=[O:7])[OH:6])[CH2:2][CH2:3][CH3:4].